Dataset: Full USPTO retrosynthesis dataset with 1.9M reactions from patents (1976-2016). Task: Predict the reactants needed to synthesize the given product. (1) Given the product [C:14]1([C@@H:12]([CH3:13])[CH2:11][NH:10][CH2:2][CH2:3][S:4][CH2:5][CH2:6][CH2:7][OH:8])[CH:19]=[CH:18][CH:17]=[CH:16][CH:15]=1, predict the reactants needed to synthesize it. The reactants are: O=[C:2]([NH:10][CH2:11][C@@H:12]([C:14]1[CH:19]=[CH:18][CH:17]=[CH:16][CH:15]=1)[CH3:13])[CH2:3][S:4][CH2:5][CH2:6][C:7](O)=[O:8]. (2) The reactants are: [F:1][C:2]1[CH:7]=[CH:6][C:5](/[CH:8]=[CH:9]/[C:10]2[CH:15]=[CH:14][C:13]([S:16]([C:19]3[N:27]=[CH:26][CH:25]=[CH:24][C:20]=3[C:21]([OH:23])=[O:22])(=[O:18])=[O:17])=[CH:12][CH:11]=2)=[CH:4][CH:3]=1.[C:28](N1C=CN=C1)(N1C=CN=C1)=O.O. Given the product [F:1][C:2]1[CH:7]=[CH:6][C:5](/[CH:8]=[CH:9]/[C:10]2[CH:11]=[CH:12][C:13]([S:16]([C:19]3[N:27]=[CH:26][CH:25]=[CH:24][C:20]=3[C:21]([O:23][CH3:28])=[O:22])(=[O:17])=[O:18])=[CH:14][CH:15]=2)=[CH:4][CH:3]=1, predict the reactants needed to synthesize it. (3) Given the product [F:1][C:2]1[CH:7]=[CH:6][C:5](/[C:8](/[C:25]2[CH:30]=[CH:29][C:28]([C:43]#[C:42][CH2:41][S:40][CH3:39])=[CH:27][CH:26]=2)=[CH:9]/[CH2:10][O:11][C:12]2[CH:23]=[CH:22][C:15]([O:16][CH2:17][C:18]([O:20][CH3:21])=[O:19])=[C:14]([CH3:24])[CH:13]=2)=[CH:4][CH:3]=1, predict the reactants needed to synthesize it. The reactants are: [F:1][C:2]1[CH:7]=[CH:6][C:5](/[C:8](/[C:25]2[CH:30]=[CH:29][C:28](I)=[CH:27][CH:26]=2)=[CH:9]/[CH2:10][O:11][C:12]2[CH:23]=[CH:22][C:15]([O:16][CH2:17][C:18]([O:20][CH3:21])=[O:19])=[C:14]([CH3:24])[CH:13]=2)=[CH:4][CH:3]=1.C(N(CC)CC)C.[CH3:39][S:40][CH2:41][C:42]#[CH:43]. (4) Given the product [CH2:16]([O:15][C:7]1[C:6]2[C:18](=[O:19])[N:24]([C:25]3[CH:26]=[CH:27][C:28]([CH2:31][C:32]([O:34][CH2:35][CH3:36])=[O:33])=[CH:29][CH:30]=3)[C:21](=[O:22])[C:5]=2[C:4]([O:3][CH2:1][CH3:2])=[C:13]2[CH:12]=[CH:11][C:10]([CH3:14])=[CH:9][C:8]=12)[CH3:17], predict the reactants needed to synthesize it. The reactants are: [CH2:1]([O:3][C:4]1[C:13]2[C:8](=[CH:9][C:10]([CH3:14])=[CH:11][CH:12]=2)[C:7]([O:15][CH2:16][CH3:17])=[C:6]([C:18](O)=[O:19])[C:5]=1[C:21](O)=[O:22])[CH3:2].[NH2:24][C:25]1[CH:30]=[CH:29][C:28]([CH2:31][C:32]([O:34][CH2:35][CH3:36])=[O:33])=[CH:27][CH:26]=1. (5) The reactants are: N1C=CN=C1.C1(P(C2C=CC=CC=2)C2C=CC=CC=2)C=CC=CC=1.O[CH:26]1[CH2:30][CH2:29][N:28]([C:31]([O:33][C:34]([CH3:37])([CH3:36])[CH3:35])=[O:32])[CH2:27]1.[I:38]I. Given the product [I:38][CH:26]1[CH2:30][CH2:29][N:28]([C:31]([O:33][C:34]([CH3:37])([CH3:36])[CH3:35])=[O:32])[CH2:27]1, predict the reactants needed to synthesize it. (6) Given the product [Cl:1][C:2]1[C:10]2[S:9][C:8]([S:11]([Cl:19])(=[O:13])=[O:12])=[C:7]([CH3:15])[C:6]=2[CH:5]=[CH:4][CH:3]=1, predict the reactants needed to synthesize it. The reactants are: [Cl:1][C:2]1[C:10]2[S:9][C:8]([S:11]([O-])(=[O:13])=[O:12])=[C:7]([CH3:15])[C:6]=2[CH:5]=[CH:4][CH:3]=1.[K+].O=P(Cl)(Cl)[Cl:19].